Dataset: Forward reaction prediction with 1.9M reactions from USPTO patents (1976-2016). Task: Predict the product of the given reaction. Given the reactants [N:1]([CH:4]1[CH:9]=[C:8]([C:10]2[CH:15]=[CH:14][N:13]=[CH:12][C:11]=2[N+:16]([O-:18])=[O:17])[CH2:7][CH2:6][CH:5]1[OH:19])=[N+]=[N-].CP(C)C.C(=O)(O)[O-].[Na+].[CH3:29][C:30]([O:33][C:34](O[C:34]([O:33][C:30]([CH3:32])([CH3:31])[CH3:29])=[O:35])=[O:35])([CH3:32])[CH3:31], predict the reaction product. The product is: [OH:19][CH:5]1[CH:4]([NH:1][C:34](=[O:35])[O:33][C:30]([CH3:32])([CH3:31])[CH3:29])[CH:9]=[C:8]([C:10]2[CH:15]=[CH:14][N:13]=[CH:12][C:11]=2[N+:16]([O-:18])=[O:17])[CH2:7][CH2:6]1.